From a dataset of Reaction yield outcomes from USPTO patents with 853,638 reactions. Predict the reaction yield, written as a fraction of the theoretical maximum amount of product (1.0 means a 100% yield; for example, 0.34 means a 34% yield). (1) The reactants are [NH2:1]/[C:2](/[CH3:9])=[C:3](\[C:7]#[N:8])/[C:4](=[S:6])[NH2:5].OO. The catalyst is CO. The product is [NH2:5][C:4]1[S:6][N:1]=[C:2]([CH3:9])[C:3]=1[C:7]#[N:8]. The yield is 0.960. (2) The reactants are [Br:1][C:2]1[CH:3]=[C:4]2[C:8](=[CH:9][CH:10]=1)[NH:7][C:6](=[O:11])/[C:5]/2=[N:12]\[C:13]1[CH:18]=[CH:17][CH:16]=[C:15]([C:19]([F:22])([F:21])[F:20])[CH:14]=1.C(N(CC)CC)C.[C:30]1(B(O)O)[CH:35]=[CH:34][CH:33]=[CH:32][CH:31]=1. The catalyst is C(Cl)Cl.C([O-])(=O)C.[Cu+2].C([O-])(=O)C. The product is [Br:1][C:2]1[CH:3]=[C:4]2[C:8](=[CH:9][CH:10]=1)[N:7]([C:30]1[CH:35]=[CH:34][CH:33]=[CH:32][CH:31]=1)[C:6](=[O:11])/[C:5]/2=[N:12]\[C:13]1[CH:18]=[CH:17][CH:16]=[C:15]([C:19]([F:20])([F:22])[F:21])[CH:14]=1. The yield is 0.200. (3) The yield is 0.350. The reactants are [C:1]([O:5][C:6]([N:8]1[CH2:13][CH:12]2[CH:10]([O:11]2)[C@H:9]1[CH2:14][CH2:15][NH:16][C:17](=[O:36])[C@@H:18]([NH:23][C:24](=[O:35])[C:25]1[CH:30]=[CH:29][C:28]([C:31]([CH3:34])([CH3:33])[CH3:32])=[CH:27][CH:26]=1)[CH2:19][CH:20]([CH3:22])[CH3:21])=[O:7])([CH3:4])([CH3:3])[CH3:2].[H-].[Na+].O. The product is [C:1]([O:5][C:6]([N:8]1[CH2:13][C@H:12]([OH:11])[C@H:10]2[N:16]([C:17](=[O:36])[C@@H:18]([NH:23][C:24](=[O:35])[C:25]3[CH:26]=[CH:27][C:28]([C:31]([CH3:33])([CH3:34])[CH3:32])=[CH:29][CH:30]=3)[CH2:19][CH:20]([CH3:21])[CH3:22])[CH2:15][CH2:14][C@@H:9]12)=[O:7])([CH3:2])([CH3:4])[CH3:3]. The catalyst is O1CCCC1.